Dataset: CYP2D6 inhibition data for predicting drug metabolism from PubChem BioAssay. Task: Regression/Classification. Given a drug SMILES string, predict its absorption, distribution, metabolism, or excretion properties. Task type varies by dataset: regression for continuous measurements (e.g., permeability, clearance, half-life) or binary classification for categorical outcomes (e.g., BBB penetration, CYP inhibition). Dataset: cyp2d6_veith. The molecule is c1ccn(-c2ccc(N3CCOCC3)cc2)c1. The result is 0 (non-inhibitor).